Dataset: Forward reaction prediction with 1.9M reactions from USPTO patents (1976-2016). Task: Predict the product of the given reaction. Given the reactants Br[CH2:2][CH2:3][C:4]1[CH:9]=[CH:8][CH:7]=[CH:6][C:5]=1[N+:10]([O-:12])=[O:11].[NH2:13][CH:14]1[CH2:19][CH2:18][N:17]([CH2:20][C:21]2[CH:26]=[CH:25][CH:24]=[CH:23][CH:22]=2)[CH2:16][CH2:15]1, predict the reaction product. The product is: [N+:10]([C:5]1[CH:6]=[CH:7][CH:8]=[CH:9][C:4]=1[CH2:3][CH2:2][NH:13][CH:14]1[CH2:19][CH2:18][N:17]([CH2:20][C:21]2[CH:26]=[CH:25][CH:24]=[CH:23][CH:22]=2)[CH2:16][CH2:15]1)([O-:12])=[O:11].